Task: Predict the reactants needed to synthesize the given product.. Dataset: Full USPTO retrosynthesis dataset with 1.9M reactions from patents (1976-2016) (1) Given the product [CH3:18][O:17][C:15](=[O:16])[CH2:14][C:13](=[O:19])[CH2:12][O:10][CH2:3][C:4]1[CH:9]=[CH:8][CH:7]=[CH:6][CH:5]=1, predict the reactants needed to synthesize it. The reactants are: [H-].[Na+].[CH2:3]([OH:10])[C:4]1[CH:9]=[CH:8][CH:7]=[CH:6][CH:5]=1.Cl[CH2:12][C:13](=[O:19])[CH2:14][C:15]([O:17][CH3:18])=[O:16]. (2) Given the product [C:1]([C:5]1[CH:6]=[C:7]([NH:11][C:12]([C:13]2[CH:18]=[CH:17][C:16]([N:19]3[CH2:24][CH2:23][N:22]([C:42]([CH:39]4[CH2:38][CH2:37][CH:36]([C:34]([OH:35])=[O:33])[CH2:41][CH2:40]4)=[O:43])[CH2:21][CH2:20]3)=[CH:15][CH:14]=2)=[O:25])[CH:8]=[CH:9][CH:10]=1)([CH3:4])([CH3:2])[CH3:3], predict the reactants needed to synthesize it. The reactants are: [C:1]([C:5]1[CH:6]=[C:7]([NH:11][C:12](=[O:25])[C:13]2[CH:18]=[CH:17][C:16]([N:19]3[CH2:24][CH2:23][NH:22][CH2:21][CH2:20]3)=[CH:15][CH:14]=2)[CH:8]=[CH:9][CH:10]=1)([CH3:4])([CH3:3])[CH3:2].C([O:33][C:34]([C@H:36]1[CH2:41][CH2:40][C@H:39]([C:42](O)=[O:43])[CH2:38][CH2:37]1)=[O:35])C1C=CC=CC=1.C(C1C=C(NC(C2C=CC(N3CCN(C([C@H]4CCC[C@@H]4C(O)=O)=O)CC3)=NC=2)=O)C=CC=1)(C)(C)C. (3) Given the product [C:19]([NH:22][C:23]1[CH:30]=[CH:29][C:26]([CH2:27][NH:1][C:2]2[CH:17]=[CH:16][C:15]([Cl:18])=[CH:14][C:3]=2[C:4]([NH:6][C:7]2[CH:12]=[CH:11][C:10]([Cl:13])=[CH:9][N:8]=2)=[O:5])=[CH:25][CH:24]=1)(=[O:21])[CH3:20], predict the reactants needed to synthesize it. The reactants are: [NH2:1][C:2]1[CH:17]=[CH:16][C:15]([Cl:18])=[CH:14][C:3]=1[C:4]([NH:6][C:7]1[CH:12]=[CH:11][C:10]([Cl:13])=[CH:9][N:8]=1)=[O:5].[C:19]([NH:22][C:23]1[CH:30]=[CH:29][C:26]([CH:27]=O)=[CH:25][CH:24]=1)(=[O:21])[CH3:20].C1(C)C=CC(S([O-])(=O)=O)=CC=1.[NH+]1C=CC=CC=1.[B-][N+](C)(C)C. (4) Given the product [C:1]([O:5][C:6]([NH:8][C@@H:9]([C@@H:22]([O:25][C@@H:26]([CH2:28][CH2:29][CH:30]=[CH2:31])[CH3:27])[CH2:23][CH3:24])[C:10]([N:12]1[CH2:16][C@H:15]([OH:17])[CH2:14][C@H:13]1[C:18]([OH:20])=[O:19])=[O:11])=[O:7])([CH3:2])([CH3:4])[CH3:3], predict the reactants needed to synthesize it. The reactants are: [C:1]([O:5][C:6]([NH:8][C@@H:9]([C@@H:22]([O:25][C@@H:26]([CH2:28][CH2:29][CH:30]=[CH2:31])[CH3:27])[CH2:23][CH3:24])[C:10]([N:12]1[CH2:16][C@H:15]([OH:17])[CH2:14][C@H:13]1[C:18]([O:20]C)=[O:19])=[O:11])=[O:7])([CH3:4])([CH3:3])[CH3:2].OC1CNC(C([O-])=O)C1.C1COCC1.[OH-].[Li+]. (5) Given the product [Cl:1][C:2]1[CH:3]=[C:4]([CH3:32])[C:5]([O:6][CH2:7][CH2:8][N:9]([CH2:12][CH3:13])[CH2:10][CH3:11])=[CH:14][C:15]=1[C:16]1[N:24]=[C:23]([S:38][CH2:37][C:36]([NH:35][CH2:33][CH3:34])=[O:39])[N:22]=[C:21]2[C:17]=1[N:18]=[CH:19][NH:20]2.[CH:28]([O-:27])=[O:39], predict the reactants needed to synthesize it. The reactants are: [Cl:1][C:2]1[C:15]([C:16]2[N:24]=[C:23](Cl)[N:22]=[C:21]3[C:17]=2[N:18]=[CH:19][N:20]3C2CCC[CH2:28][O:27]2)=[CH:14][C:5]([O:6][CH2:7][CH2:8][N:9]([CH2:12][CH3:13])[CH2:10][CH3:11])=[C:4]([CH3:32])[CH:3]=1.[CH2:33]([NH:35][C:36](=[O:39])[CH2:37][SH:38])[CH3:34]. (6) Given the product [I:1][C:8]1[CH:9]=[C:10](/[CH:24]=[CH:25]/[C:26]2[CH:31]=[CH:30][C:29]([N:32]([CH3:34])[CH3:33])=[CH:28][CH:27]=2)[CH:11]=[N:12][C:13]=1[O:14][CH2:15][CH2:16][O:17][CH2:18][CH2:19][O:20][CH2:21][CH2:22][F:23], predict the reactants needed to synthesize it. The reactants are: [I:1]I.C([Sn](CCCC)(CCCC)[C:8]1[CH:9]=[C:10](/[CH:24]=[CH:25]/[C:26]2[CH:31]=[CH:30][C:29]([N:32]([CH3:34])[CH3:33])=[CH:28][CH:27]=2)[CH:11]=[N:12][C:13]=1[O:14][CH2:15][CH2:16][O:17][CH2:18][CH2:19][O:20][CH2:21][CH2:22][F:23])CCC.C(Cl)Cl.